From a dataset of HIV replication inhibition screening data with 41,000+ compounds from the AIDS Antiviral Screen. Binary Classification. Given a drug SMILES string, predict its activity (active/inactive) in a high-throughput screening assay against a specified biological target. (1) The compound is Cc1cc(=O)n2nc(CSc3n[nH]c(=S)s3)sc2n1. The result is 0 (inactive). (2) The drug is Cl.NC1CC(N)c2c(Cl)sc(Cl)c21. The result is 0 (inactive). (3) The compound is O=c1c2ccccc2[se]n1-c1ccccc1. The result is 1 (active). (4) The drug is O=[N+]([O-])c1ccc2c(c1)Sc1ccccc1N2. The result is 0 (inactive). (5) The molecule is O=c1c(-c2ccccc2)nc2ccccc2n1CC1CCCN2CCCCC12. The result is 0 (inactive). (6) The compound is C=C(c1ccc(OC)c(OC)c1)c1nccc2cc(OC)c(OC)cc12. The result is 0 (inactive). (7) The molecule is N#CCCCCC12C3C(=O)N(c4ccccc4)C(=O)C3ON1OC1C(=O)N(c3ccccc3)C(=O)C12. The result is 0 (inactive). (8) The molecule is O=C(O)c1c(O)c2cc(Br)ccc2oc1=O. The result is 0 (inactive). (9) The drug is CCN1C(=O)C(C)SC1=NNC(=O)CSc1nc2ccccc2c(=O)n1CC. The result is 0 (inactive). (10) The compound is CC1=NN(c2ccccc2)[As]2ON=C(c3ccc(Cl)cc3)C12. The result is 0 (inactive).